Task: Binary Classification. Given a miRNA mature sequence and a target amino acid sequence, predict their likelihood of interaction.. Dataset: Experimentally validated miRNA-target interactions with 360,000+ pairs, plus equal number of negative samples (1) The miRNA is mmu-miR-409-3p with sequence GAAUGUUGCUCGGUGAACCCCU. The protein sequence of the target gene is MSSVFGKPRAGSGPHSVPLEVNLAILGRRGAGKSALTVKFLTKRFISEYDPNLEDTYSSEETVDHQPVHLRVMDTADLDTPRNCERYLNWAHAFLVVYSVDSRASFEGSSSYLELLALHAKETQRGYPALLLGNKLDMAQYRQVTKAEGAALAGRFGCLFFEVSACLDFEHVQHVFHEAVREVRRELDKSPLARPLFISEEKTLSHQTPLTARHGLASCTFNTLSTASLKEMPTVAQAKLVTVKSSRAQSKRKAPTLTLLKGFKIF. Result: 0 (no interaction). (2) The miRNA is hsa-miR-101-3p with sequence UACAGUACUGUGAUAACUGAA. The protein sequence of the target gene is MRAPSMDRAAVARVGAVASASVCALVAGVVLAQYIFTLKRKTGRKTKIIEMMPEFQKSSVRIKNPTRVEEIICGLIKGGAAKLQIITDFDMTLSRFSYKGKRCPTCHNIIDNCKLVTDECRKKLLQLKEKYYAIEVDPVLTVEEKYPYMVEWYTKSHGLLVQQALPKAKLKEIVAESDVMLKEGYENFFDKLQQHSIPVFIFSAGIGDVLEEVIRQAGVYHPNVKVVSNFMDFDETGVLKGFKGELIHVFNKHDGALRNTEYFNQLKDNSNIILLGDSQGDLRMADGVANVEHILKIGYL.... Result: 1 (interaction). (3) The miRNA is hsa-miR-671-5p with sequence AGGAAGCCCUGGAGGGGCUGGAG. The protein sequence of the target gene is MPGEATETVPATEQELPQPQAETGSGTESDSDESVPELEEQDSTQATTQQAQLAAAAEIDEEPVSKAKQSRSEKKARKAMSKLGLRQVTGVTRVTIRKSKNILFVITKPDVYKSPASDTYIVFGEAKIEDLSQQAQLAAAEKFKVQGEAVSNIQENTQTPTVQEESEEEEVDETGVEVKDIELVMSQANVSRAKAVRALKNNSNDIVNAIMELTM. Result: 1 (interaction). (4) The miRNA is hsa-miR-6759-3p with sequence UGACCUUUGCCUCUCCCCUCAG. The protein sequence of the target gene is MDESALLDLLECPVCLERLDASAKVLPCQHTFCKRCLLGIVGSRNELRCPECRTLVGSGVDELPSNILLVRLLDGIKQRPWKPGPGGGGGTTCTNTLRAQGSTVVNCGSKDLQSSQCGQQPRVQAWSPPVRGIPQLPCAKALYNYEGKEPGDLKFSKGDIIILRRQVDENWYHGEVSGVHGFFPTNFVQIIKPLPQPPPQCKALYDFEVKDKEADKDCLPFAKDDVLTVIRRVDENWAEGMLADKIGIFPISYVEFNSAAKQLIEWDKPPVPGVDTAECPSATAQSTSASKHPDTKKNTR.... Result: 0 (no interaction). (5) The miRNA is hsa-miR-4329 with sequence CCUGAGACCCUAGUUCCAC. The protein sequence of the target gene is MLLFCPGCGNGLIVEEGQRCHRFSCNTCPYVHNITRKVTNRKYPKLKEVDDVLGGAAAWENVDSTAESCPKCEHPRAYFMQLQTRSADEPMTTFYKCCNAQCGHRWRD. Result: 1 (interaction). (6) The miRNA is hsa-miR-92a-3p with sequence UAUUGCACUUGUCCCGGCCUGU. The protein sequence of the target gene is MADAAATAGAGGSGTRSGSKQSTNPADNYHLARRRTLQVVVSSLLTEAGFESAEKASVETLTEMLQSYISEIGRSAKSYCEHTARTQPTLSDIVVTLVEMGFNVDTLPAYAKRSQRMVITAPPVTNQPVTPKALTAGQNRPHPPHIPSHFPEFPDPHTYIKTPTYREPVSDYQVLREKAASQRRDVERALTRFMAKTGETQSLFKDDVSTFPLIAARPFTIPYLTALLPSELEMQQMEETDSSEQDEQTDTENLALHISMEDSGAEKENTSVLQQNPSLSGSRNGEENIIDNPYLRPVKK.... Result: 1 (interaction).